Regression. Given two drug SMILES strings and cell line genomic features, predict the synergy score measuring deviation from expected non-interaction effect. From a dataset of NCI-60 drug combinations with 297,098 pairs across 59 cell lines. (1) Drug 1: C1CCC(C1)C(CC#N)N2C=C(C=N2)C3=C4C=CNC4=NC=N3. Drug 2: C1=CN(C(=O)N=C1N)C2C(C(C(O2)CO)O)O.Cl. Cell line: SF-539. Synergy scores: CSS=27.7, Synergy_ZIP=-8.96, Synergy_Bliss=-2.39, Synergy_Loewe=-14.2, Synergy_HSA=-0.306. (2) Drug 1: COC1=CC(=CC(=C1O)OC)C2C3C(COC3=O)C(C4=CC5=C(C=C24)OCO5)OC6C(C(C7C(O6)COC(O7)C8=CC=CS8)O)O. Drug 2: CC1C(C(CC(O1)OC2CC(CC3=C2C(=C4C(=C3O)C(=O)C5=C(C4=O)C(=CC=C5)OC)O)(C(=O)CO)O)N)O.Cl. Cell line: RXF 393. Synergy scores: CSS=54.2, Synergy_ZIP=-1.67, Synergy_Bliss=1.61, Synergy_Loewe=3.64, Synergy_HSA=4.67. (3) Drug 1: CC1=CC2C(CCC3(C2CCC3(C(=O)C)OC(=O)C)C)C4(C1=CC(=O)CC4)C. Drug 2: CCN(CC)CCCC(C)NC1=C2C=C(C=CC2=NC3=C1C=CC(=C3)Cl)OC. Cell line: CAKI-1. Synergy scores: CSS=12.0, Synergy_ZIP=-4.06, Synergy_Bliss=8.80, Synergy_Loewe=-16.2, Synergy_HSA=5.15. (4) Cell line: TK-10. Drug 2: CC(C)NC(=O)C1=CC=C(C=C1)CNNC.Cl. Drug 1: C1=NC2=C(N=C(N=C2N1C3C(C(C(O3)CO)O)O)F)N. Synergy scores: CSS=1.33, Synergy_ZIP=1.45, Synergy_Bliss=2.80, Synergy_Loewe=-4.69, Synergy_HSA=-1.92. (5) Drug 1: CCCCC(=O)OCC(=O)C1(CC(C2=C(C1)C(=C3C(=C2O)C(=O)C4=C(C3=O)C=CC=C4OC)O)OC5CC(C(C(O5)C)O)NC(=O)C(F)(F)F)O. Drug 2: C1=CC=C(C=C1)NC(=O)CCCCCCC(=O)NO. Cell line: K-562. Synergy scores: CSS=56.1, Synergy_ZIP=3.44, Synergy_Bliss=3.76, Synergy_Loewe=-10.6, Synergy_HSA=4.90. (6) Drug 1: C1=CC(=CC=C1CC(C(=O)O)N)N(CCCl)CCCl.Cl. Drug 2: CN1C(=O)N2C=NC(=C2N=N1)C(=O)N. Cell line: MDA-MB-435. Synergy scores: CSS=-3.68, Synergy_ZIP=6.13, Synergy_Bliss=6.94, Synergy_Loewe=-2.57, Synergy_HSA=-1.67. (7) Drug 1: C1=NC2=C(N=C(N=C2N1C3C(C(C(O3)CO)O)F)Cl)N. Drug 2: CC(C)NC(=O)C1=CC=C(C=C1)CNNC.Cl. Cell line: TK-10. Synergy scores: CSS=14.1, Synergy_ZIP=0.453, Synergy_Bliss=4.64, Synergy_Loewe=-17.3, Synergy_HSA=0.00188. (8) Drug 1: CNC(=O)C1=CC=CC=C1SC2=CC3=C(C=C2)C(=NN3)C=CC4=CC=CC=N4. Drug 2: CCC(=C(C1=CC=CC=C1)C2=CC=C(C=C2)OCCN(C)C)C3=CC=CC=C3.C(C(=O)O)C(CC(=O)O)(C(=O)O)O. Cell line: 786-0. Synergy scores: CSS=3.91, Synergy_ZIP=5.82, Synergy_Bliss=3.74, Synergy_Loewe=3.43, Synergy_HSA=3.43. (9) Drug 1: CC1C(C(CC(O1)OC2CC(CC3=C2C(=C4C(=C3O)C(=O)C5=C(C4=O)C(=CC=C5)OC)O)(C(=O)C)O)N)O.Cl. Drug 2: CCC1(CC2CC(C3=C(CCN(C2)C1)C4=CC=CC=C4N3)(C5=C(C=C6C(=C5)C78CCN9C7C(C=CC9)(C(C(C8N6C)(C(=O)OC)O)OC(=O)C)CC)OC)C(=O)OC)O.OS(=O)(=O)O. Cell line: MDA-MB-231. Synergy scores: CSS=30.7, Synergy_ZIP=-6.65, Synergy_Bliss=1.79, Synergy_Loewe=1.56, Synergy_HSA=2.18.